Dataset: Forward reaction prediction with 1.9M reactions from USPTO patents (1976-2016). Task: Predict the product of the given reaction. (1) Given the reactants [CH3:1][NH:2][C:3]([CH:5]1[CH:9]([NH2:10])[CH:8]([OH:11])[CH:7]([N:12]2[CH:20]=[N:19][C:18]3[C:13]2=[N:14][CH:15]=[N:16][C:17]=3[NH:21][CH2:22][C:23]2[CH:28]=[C:27]([Cl:29])[CH:26]=[CH:25][C:24]=2[O:30][CH2:31][CH:32]2[O:37][CH:36]3[O:38]C(C)(C)[O:40][CH:35]3[CH:34]3[O:43]C(C)(C)[O:45][CH:33]23)[O:6]1)=[O:4].FC(F)(F)C(O)=O.O, predict the reaction product. The product is: [CH3:1][NH:2][C:3]([C@@H:5]1[C@@H:9]([NH2:10])[C@@H:8]([OH:11])[C@H:7]([N:12]2[CH:20]=[N:19][C:18]3[C:13]2=[N:14][CH:15]=[N:16][C:17]=3[NH:21][CH2:22][C:23]2[CH:28]=[C:27]([Cl:29])[CH:26]=[CH:25][C:24]=2[O:30][CH2:31][CH:32]2[CH:33]([OH:45])[CH:34]([OH:43])[CH:35]([OH:40])[CH:36]([OH:38])[O:37]2)[O:6]1)=[O:4]. (2) Given the reactants [Si]([O:8][C@H:9]1[CH2:14][CH2:13][C@H:12]([C:15]2[C:16]([O:18][C:19](=[O:24])[C:20]=2[CH:21]([CH3:23])[CH3:22])=[O:17])[CH2:11][CH2:10]1)(C(C)(C)C)(C)C.Cl.CCCCCC.C(OCC)(=O)C, predict the reaction product. The product is: [OH:8][C@H:9]1[CH2:10][CH2:11][C@H:12]([C:15]2[C:16]([O:18][C:19](=[O:24])[C:20]=2[CH:21]([CH3:22])[CH3:23])=[O:17])[CH2:13][CH2:14]1.